Task: Predict the reactants needed to synthesize the given product.. Dataset: Full USPTO retrosynthesis dataset with 1.9M reactions from patents (1976-2016) (1) Given the product [CH3:1][O:2][CH2:3][CH2:4][O:5][C:6]1[S:7][C:8]([C:19]([NH2:24])=[O:21])=[C:9]2[C:17]=1[C:16]1[N:15]([CH3:18])[N:14]=[CH:13][C:12]=1[CH2:11][CH2:10]2, predict the reactants needed to synthesize it. The reactants are: [CH3:1][O:2][CH2:3][CH2:4][O:5][C:6]1[S:7][C:8]([C:19]([OH:21])=O)=[C:9]2[C:17]=1[C:16]1[N:15]([CH3:18])[N:14]=[CH:13][C:12]=1[CH2:11][CH2:10]2.CC[N:24]=C=NCCCN(C)C. (2) Given the product [Cl:1][C:2]1[C:3]([C:4]#[N:5])=[CH:6][CH:7]=[C:8]2[C:9]=1[CH:10]=[CH:11][N:22]2[C@H:20]([CH3:21])[CH2:19][S:18][CH3:17], predict the reactants needed to synthesize it. The reactants are: [Cl:1][C:2]1[C:9]([C:10]#[C:11][Si](C)(C)C)=[C:8](F)[CH:7]=[CH:6][C:3]=1[C:4]#[N:5].[CH3:17][S:18][CH2:19][C@H:20]([NH2:22])[CH3:21]. (3) The reactants are: [Cl:1][C:2]1[CH:7]=[CH:6][C:5]([C:8]2[O:9][CH:10]=[C:11]([CH2:13]O)[N:12]=2)=[CH:4][C:3]=1[CH3:15].S(Cl)([Cl:18])=O. Given the product [Cl:18][CH2:13][C:11]1[N:12]=[C:8]([C:5]2[CH:6]=[CH:7][C:2]([Cl:1])=[C:3]([CH3:15])[CH:4]=2)[O:9][CH:10]=1, predict the reactants needed to synthesize it. (4) Given the product [CH2:1]([C:5]12[CH2:18][C:19](=[O:21])[CH:20]=[C:6]1[C:7]1[C:12]([CH2:13][CH2:14]2)=[CH:11][C:10]([O:15][CH3:16])=[CH:9][CH:8]=1)[CH2:2][CH2:3][CH3:4], predict the reactants needed to synthesize it. The reactants are: [CH2:1]([C:5]1([CH2:18][C:19](=[O:21])[CH3:20])[CH2:14][CH2:13][C:12]2[C:7](=[CH:8][CH:9]=[C:10]([O:15][CH3:16])[CH:11]=2)[C:6]1=O)[CH2:2][CH2:3][CH3:4].[OH-].[K+].